The task is: Predict the reaction yield, written as a fraction of the theoretical maximum amount of product (1.0 means a 100% yield; for example, 0.34 means a 34% yield).. This data is from Reaction yield outcomes from USPTO patents with 853,638 reactions. (1) The reactants are [ClH:1].Cl.[NH2:3][C@:4]1([C:15]([OH:17])=[O:16])[C@@H:8]([CH2:9][CH2:10][CH2:11][B:12]([OH:14])[OH:13])[CH2:7][NH:6][CH2:5]1.CCN(CC)CC.[F:25][C:26]1[CH:31]=[CH:30][C:29]([N:32]=[C:33]=[O:34])=[CH:28][CH:27]=1.Cl. The catalyst is CN(C=O)C.O. The product is [ClH:1].[NH2:3][C@:4]1([C:15]([OH:17])=[O:16])[C@@H:8]([CH2:9][CH2:10][CH2:11][B:12]([OH:14])[OH:13])[CH2:7][N:6]([C:33](=[O:34])[NH:32][C:29]2[CH:30]=[CH:31][C:26]([F:25])=[CH:27][CH:28]=2)[CH2:5]1. The yield is 0.270. (2) The reactants are [N:1]1[CH:6]=[CH:5][CH:4]=[CH:3][C:2]=1[N:7]1[CH2:12][CH2:11][NH:10][CH2:9][CH2:8]1.Cl[CH2:14][C:15]1[NH:16][C:17]2[CH:23]=[CH:22][CH:21]=[CH:20][C:18]=2[N:19]=1.C(N(CC)CC)C. The catalyst is CN(C=O)C. The product is [N:1]1[CH:6]=[CH:5][CH:4]=[CH:3][C:2]=1[N:7]1[CH2:8][CH2:9][N:10]([CH2:14][C:15]2[NH:19][C:18]3[CH:20]=[CH:21][CH:22]=[CH:23][C:17]=3[N:16]=2)[CH2:11][CH2:12]1. The yield is 0.720. (3) The reactants are [NH2:1][C:2]1[C:3]([C:9]([O:11]C)=[O:10])=[N:4][C:5](Br)=[CH:6][N:7]=1.C(B(CC)[C:16]1[CH:17]=[N:18][CH:19]=[CH:20][CH:21]=1)C.C1(P(C2C=CC=CC=2)C2C=CC=CC=2)C=CC=CC=1.C(=O)([O-])[O-].[Na+].[Na+]. The catalyst is COCCOC.Cl[Pd]Cl.CCOC(C)=O. The product is [NH2:1][C:2]1[C:3]([C:9]([OH:11])=[O:10])=[N:4][C:5]([C:16]2[CH:17]=[N:18][CH:19]=[CH:20][CH:21]=2)=[CH:6][N:7]=1. The yield is 0.830. (4) The reactants are [C:1]([O:5][C:6](=[O:15])[NH:7][CH:8]1[CH2:13][CH2:12][C:11](=O)[CH2:10][CH2:9]1)([CH3:4])([CH3:3])[CH3:2].[NH:16]1[CH2:21][CH2:20][O:19][CH2:18][CH2:17]1.C(O[BH-](OC(=O)C)OC(=O)C)(=O)C.[Na+]. The catalyst is C(Cl)Cl.C(O)(=O)C. The product is [C:1]([O:5][C:6](=[O:15])[NH2:7])([CH3:4])([CH3:3])[CH3:2].[N:16]1([CH:11]2[CH2:12][CH2:13][CH:8]([NH2:7])[CH2:9][CH2:10]2)[CH2:21][CH2:20][O:19][CH2:18][CH2:17]1. The yield is 0.130. (5) The reactants are C([O:3][C:4](=O)[CH2:5][C:6]([C@@H:8]1[CH2:13][CH2:12][N:11]([C:14]([O:16][CH3:17])=[O:15])[C@@H:10]([C:18]2[CH:23]=[CH:22][CH:21]=[C:20]([C:24]([F:27])([F:26])[F:25])[CH:19]=2)[CH2:9]1)=[O:7])C.[OH-].[Na+].[NH2:31]O.Cl. The catalyst is CO.O. The product is [O:3]=[C:4]1[CH:5]=[C:6]([C@@H:8]2[CH2:13][CH2:12][N:11]([C:14]([O:16][CH3:17])=[O:15])[C@@H:10]([C:18]3[CH:23]=[CH:22][CH:21]=[C:20]([C:24]([F:27])([F:26])[F:25])[CH:19]=3)[CH2:9]2)[O:7][NH:31]1. The yield is 0.880. (6) The reactants are [F:1][C:2]1[CH:3]=[C:4]([NH:8][C:9](=[O:11])[CH3:10])[CH:5]=[CH:6][CH:7]=1.[Cl:12][S:13](O)(=[O:15])=[O:14]. No catalyst specified. The product is [C:9]([NH:8][C:4]1[CH:5]=[CH:6][C:7]([S:13]([Cl:12])(=[O:15])=[O:14])=[C:2]([F:1])[CH:3]=1)(=[O:11])[CH3:10]. The yield is 0.470. (7) The reactants are [C:1]([C:5]1[N:9]([CH2:10][CH:11]2[CH2:16][CH2:15][O:14][CH2:13][CH2:12]2)[C:8]2[CH:17]=[CH:18][C:19]([S:21](Cl)(=[O:23])=[O:22])=[CH:20][C:7]=2[N:6]=1)([CH3:4])([CH3:3])[CH3:2].[NH:25]1[CH:29]=[CH:28][CH:27]=[N:26]1. The catalyst is CN(C1C=CN=CC=1)C.CC#N. The product is [C:1]([C:5]1[N:9]([CH2:10][CH:11]2[CH2:16][CH2:15][O:14][CH2:13][CH2:12]2)[C:8]2[CH:17]=[CH:18][C:19]([S:21]([N:25]3[CH:29]=[CH:28][CH:27]=[N:26]3)(=[O:23])=[O:22])=[CH:20][C:7]=2[N:6]=1)([CH3:4])([CH3:3])[CH3:2]. The yield is 0.560. (8) The reactants are [OH-:1].[Na+].O.[C:4]([NH:8][S:9]([C:12]1[CH:17]=[CH:16][CH:15]=[C:14]([C:18]2[N:26]3[C:21]([CH:22]=[N:23][C:24](S(C)(=O)=O)=[N:25]3)=[CH:20][CH:19]=2)[CH:13]=1)(=[O:11])=[O:10])([CH3:7])([CH3:6])[CH3:5]. The catalyst is C(O)(=O)C. The product is [C:4]([NH:8][S:9]([C:12]1[CH:17]=[CH:16][CH:15]=[C:14]([C:18]2[N:26]3[C:21]([CH:22]=[N:23][C:24]([OH:1])=[N:25]3)=[CH:20][CH:19]=2)[CH:13]=1)(=[O:11])=[O:10])([CH3:7])([CH3:6])[CH3:5]. The yield is 0.700. (9) The reactants are [Cl:1][C:2]1[CH:3]=[C:4]2[C:9](=[CH:10][C:11]=1[Cl:12])[N:8]=[C:7]([O:13][CH3:14])[C:6]([NH:15][C:16](=[O:20])OCC)=[N:5]2.[Br:21][C:22]1[CH:23]=[C:24]([N:28]2[CH2:33][CH2:32][NH:31][CH2:30][CH2:29]2)[CH:25]=[CH:26][CH:27]=1. No catalyst specified. The product is [Cl:1][C:2]1[CH:3]=[C:4]2[C:9](=[CH:10][C:11]=1[Cl:12])[N:8]=[C:7]([O:13][CH3:14])[C:6]([NH:15][C:16]([N:31]1[CH2:30][CH2:29][N:28]([C:24]3[CH:25]=[CH:26][CH:27]=[C:22]([Br:21])[CH:23]=3)[CH2:33][CH2:32]1)=[O:20])=[N:5]2. The yield is 0.720.